From a dataset of NCI-60 drug combinations with 297,098 pairs across 59 cell lines. Regression. Given two drug SMILES strings and cell line genomic features, predict the synergy score measuring deviation from expected non-interaction effect. (1) Drug 1: CC12CCC3C(C1CCC2O)C(CC4=C3C=CC(=C4)O)CCCCCCCCCS(=O)CCCC(C(F)(F)F)(F)F. Drug 2: N.N.Cl[Pt+2]Cl. Cell line: SF-268. Synergy scores: CSS=59.2, Synergy_ZIP=-2.30, Synergy_Bliss=-4.57, Synergy_Loewe=-4.38, Synergy_HSA=-1.48. (2) Drug 1: C1=NC2=C(N1)C(=S)N=C(N2)N. Drug 2: B(C(CC(C)C)NC(=O)C(CC1=CC=CC=C1)NC(=O)C2=NC=CN=C2)(O)O. Cell line: SNB-75. Synergy scores: CSS=6.75, Synergy_ZIP=-4.30, Synergy_Bliss=-3.42, Synergy_Loewe=-3.69, Synergy_HSA=-3.90. (3) Drug 1: C1=NC2=C(N1)C(=S)N=C(N2)N. Synergy scores: CSS=10.9, Synergy_ZIP=-6.00, Synergy_Bliss=0.776, Synergy_Loewe=-14.8, Synergy_HSA=-0.317. Drug 2: C(CC(=O)O)C(=O)CN.Cl. Cell line: SW-620. (4) Drug 1: CC1=C(C(CCC1)(C)C)C=CC(=CC=CC(=CC(=O)O)C)C. Drug 2: CC1CCC2CC(C(=CC=CC=CC(CC(C(=O)C(C(C(=CC(C(=O)CC(OC(=O)C3CCCCN3C(=O)C(=O)C1(O2)O)C(C)CC4CCC(C(C4)OC)O)C)C)O)OC)C)C)C)OC. Cell line: RPMI-8226. Synergy scores: CSS=44.5, Synergy_ZIP=9.58, Synergy_Bliss=10.2, Synergy_Loewe=8.44, Synergy_HSA=8.95.